From a dataset of Reaction yield outcomes from USPTO patents with 853,638 reactions. Predict the reaction yield, written as a fraction of the theoretical maximum amount of product (1.0 means a 100% yield; for example, 0.34 means a 34% yield). (1) The reactants are [Br:1][C:2]1[CH:3]=[C:4]([N+:19]([O-:21])=[O:20])[C:5]([CH:8](C(OCC)=O)C(OCC)=O)=[N:6][CH:7]=1.Cl. The catalyst is O. The product is [Br:1][C:2]1[CH:3]=[C:4]([N+:19]([O-:21])=[O:20])[C:5]([CH3:8])=[N:6][CH:7]=1. The yield is 0.750. (2) The reactants are [CH2:1]([O:8][C:9]1[CH:10]=[C:11]([CH:14]=[CH:15][C:16]=1[O:17][CH2:18][C:19]1[CH:24]=[CH:23][CH:22]=[CH:21][CH:20]=1)[CH:12]=[O:13])[C:2]1[CH:7]=[CH:6][CH:5]=[CH:4][CH:3]=1.CC(C1C=CC(OCC2C=CC=CC=2)=CC=1O)=O.C(O[C:51]1[CH:52]=[C:53]([CH:66]=[CH:67][C:68]=1[O:69][CH2:70][C:71]1[CH:76]=[CH:75][CH:74]=[CH:73][CH:72]=1)[C:54]1[O:55]C2C(C(=O)[C:63]=1[OH:64])=CC=CC=2)C1C=CC=CC=1. The yield is 0.410. No catalyst specified. The product is [OH:64][C:63]1[C:54](=[O:55])[C:53]2[C:66](=[CH:67][C:68]([O:69][CH2:70][C:71]3[CH:72]=[CH:73][CH:74]=[CH:75][CH:76]=3)=[CH:51][CH:52]=2)[O:13][C:12]=1[C:11]1[CH:14]=[CH:15][C:16]([O:17][CH2:18][C:19]2[CH:24]=[CH:23][CH:22]=[CH:21][CH:20]=2)=[C:9]([O:8][CH2:1][C:2]2[CH:3]=[CH:4][CH:5]=[CH:6][CH:7]=2)[CH:10]=1. (3) The reactants are CN(C)CCC(OC(C(O)CCCCCCC/C=C\C/C=C\CCCCC)CCCCCCC/C=C\C/C=C\CCCCC)=O.[CH3:46][N:47]([CH3:91])[CH2:48][CH2:49][CH2:50][C:51]([O:53][CH:54]([CH:72]([OH:90])[CH2:73][CH2:74][CH2:75][CH2:76][CH2:77][CH2:78][CH2:79][CH:80]=[CH:81][CH2:82][CH:83]=[CH:84][CH2:85][CH2:86][CH2:87][CH2:88][CH3:89])[CH2:55][CH2:56][CH2:57][CH2:58][CH2:59][CH2:60][CH2:61][CH:62]=[CH:63][CH2:64][CH:65]=[CH:66][CH2:67][CH2:68][CH2:69][CH2:70][CH3:71])=[O:52]. No catalyst specified. The product is [CH3:91][N:47]([CH3:46])[CH2:48][CH2:49][CH2:50][C:51]([O:53][CH:54]([CH:72]([OH:90])[CH2:73][CH2:74][CH2:75][CH2:76][CH2:77][CH2:78][CH2:79]/[CH:80]=[CH:81]\[CH2:82]/[CH:83]=[CH:84]\[CH2:85][CH2:86][CH2:87][CH2:88][CH3:89])[CH2:55][CH2:56][CH2:57][CH2:58][CH2:59][CH2:60][CH2:61]/[CH:62]=[CH:63]\[CH2:64]/[CH:65]=[CH:66]\[CH2:67][CH2:68][CH2:69][CH2:70][CH3:71])=[O:52]. The yield is 0.310. (4) The reactants are F[P-](F)(F)(F)(F)F.N1(OC(N(C)C)=[N+](C)C)C2N=CC=CC=2N=N1.C(OC([NH:32][C:33]1([C:48]([OH:50])=O)[CH2:38][CH2:37][N:36]([C:39]2[C:40]3[CH:47]=[CH:46][NH:45][C:41]=3[N:42]=[CH:43][N:44]=2)[CH2:35][CH2:34]1)=O)(C)(C)C.[Cl:51][C:52]1[CH:57]=[CH:56][C:55]([C@H:58]([NH2:60])[CH3:59])=[CH:54][CH:53]=1.CCN(C(C)C)C(C)C. The catalyst is CC(N(C)C)=O. The product is [NH2:32][C:33]1([C:48]([NH:60][C@@H:58]([C:55]2[CH:56]=[CH:57][C:52]([Cl:51])=[CH:53][CH:54]=2)[CH3:59])=[O:50])[CH2:34][CH2:35][N:36]([C:39]2[C:40]3[CH:47]=[CH:46][NH:45][C:41]=3[N:42]=[CH:43][N:44]=2)[CH2:37][CH2:38]1. The yield is 0.529. (5) The reactants are [OH:1][C:2]1([C:31](O)=[O:32])[CH2:7][CH2:6][CH:5]([N:8]2[C:16]([NH:17][C:18]3[C:23]([F:24])=[CH:22][C:21]([F:25])=[CH:20][C:19]=3[F:26])=[N:15][C:14]3[C:9]2=[N:10][C:11]([NH:27][CH:28]([CH3:30])[CH3:29])=[N:12][CH:13]=3)[CH2:4][CH2:3]1.[CH:34]1([NH2:39])[CH2:38][CH2:37][CH2:36][CH2:35]1.C(NC(C)C)(C)C.F[P-](F)(F)(F)(F)F.N1(O[P+](N(C)C)(N(C)C)N(C)C)C2C=CC=CC=2N=N1. The catalyst is C1COCC1. The product is [CH:34]1([NH:39][C:31]([C:2]2([OH:1])[CH2:7][CH2:6][CH:5]([N:8]3[C:16]([NH:17][C:18]4[C:23]([F:24])=[CH:22][C:21]([F:25])=[CH:20][C:19]=4[F:26])=[N:15][C:14]4[C:9]3=[N:10][C:11]([NH:27][CH:28]([CH3:30])[CH3:29])=[N:12][CH:13]=4)[CH2:4][CH2:3]2)=[O:32])[CH2:38][CH2:37][CH2:36][CH2:35]1. The yield is 0.660. (6) The reactants are Cl[CH2:2][C:3]1[C:4]([C:8]2[CH:13]=[CH:12][C:11]([C:14]3[CH:19]=[CH:18][CH:17]=[CH:16][CH:15]=3)=[CH:10][CH:9]=2)=[N:5][O:6][CH:7]=1.C(OCC)(=O)[CH2:21][C:22]([O:24]CC)=[O:23].[H-].[Na+].Cl. The catalyst is O1CCCC1. The product is [C:14]1([C:11]2[CH:12]=[CH:13][C:8]([C:4]3[C:3]([CH2:2][CH2:21][C:22]([OH:24])=[O:23])=[CH:7][O:6][N:5]=3)=[CH:9][CH:10]=2)[CH:19]=[CH:18][CH:17]=[CH:16][CH:15]=1. The yield is 0.830.